This data is from Reaction yield outcomes from USPTO patents with 853,638 reactions. The task is: Predict the reaction yield, written as a fraction of the theoretical maximum amount of product (1.0 means a 100% yield; for example, 0.34 means a 34% yield). (1) The yield is 0.930. The reactants are [Br:1][CH2:2][C:3]([O:5][CH2:6][CH3:7])=[O:4].N1([CH:13]2[C:21]3[C:16](=[CH:17][CH:18]=[CH:19][CH:20]=3)[NH:15][C:14]2=C)CCCC1.[CH3:23][CH2:24]O. No catalyst specified. The product is [Br-:1].[CH2:6]([O:5][C:3]([CH2:2][N+:15]1[C:16]2[C:21](=[CH:20][CH:19]=[CH:18][CH:17]=2)[C:13](=[CH:16][N:15]2[CH2:24][CH2:23][CH2:13][CH2:14]2)[CH:14]=1)=[O:4])[CH3:7]. (2) The yield is 0.744. The reactants are [N:1]12[CH2:8][CH2:7][C:4]([C:9]([C:17]3[CH:22]=[CH:21][CH:20]=[CH:19][CH:18]=3)([C:11]3[CH:16]=[CH:15][CH:14]=[CH:13][CH:12]=3)[OH:10])([CH2:5][CH2:6]1)[CH2:3][CH2:2]2.[Cl:23][C:24]1[CH:25]=[C:26]([O:30][CH2:31][CH2:32][CH2:33][Br:34])[CH:27]=[CH:28][CH:29]=1. The catalyst is CC#N. The product is [Br-:34].[Cl:23][C:24]1[CH:25]=[C:26]([O:30][CH2:31][CH2:32][CH2:33][N+:1]23[CH2:6][CH2:5][C:4]([C:9]([OH:10])([C:17]4[CH:22]=[CH:21][CH:20]=[CH:19][CH:18]=4)[C:11]4[CH:12]=[CH:13][CH:14]=[CH:15][CH:16]=4)([CH2:3][CH2:2]2)[CH2:7][CH2:8]3)[CH:27]=[CH:28][CH:29]=1.